From a dataset of Reaction yield outcomes from USPTO patents with 853,638 reactions. Predict the reaction yield, written as a fraction of the theoretical maximum amount of product (1.0 means a 100% yield; for example, 0.34 means a 34% yield). (1) The reactants are [O:1]1[CH2:6][CH2:5][CH:4]([CH2:7][C:8]([OH:10])=[O:9])[CH2:3][CH2:2]1.[CH2:11](O)[C:12]1[CH:17]=[CH:16][CH:15]=[CH:14][CH:13]=1.C(N(CC)CC)C.CCCCCC.C(OCC)(=O)C. The catalyst is ClCCl.O. The product is [O:1]1[CH2:6][CH2:5][CH:4]([CH2:7][C:8]([O:10][CH2:11][C:12]2[CH:17]=[CH:16][CH:15]=[CH:14][CH:13]=2)=[O:9])[CH2:3][CH2:2]1. The yield is 0.320. (2) The reactants are [CH:1]1([C:4]2[NH:8][N:7]=[C:6]([NH:9][C:10]3[C:15]([N+:16]([O-])=O)=[CH:14][N:13]=[C:12]([C:19]4[CH:24]=[CH:23][CH:22]=[CH:21][N:20]=4)[N:11]=3)[CH:5]=2)[CH2:3][CH2:2]1.[NH4+].[Cl-]. The catalyst is C(O)C.[Fe]. The product is [CH:1]1([C:4]2[NH:8][N:7]=[C:6]([NH:9][C:10]3[C:15]([NH2:16])=[CH:14][N:13]=[C:12]([C:19]4[CH:24]=[CH:23][CH:22]=[CH:21][N:20]=4)[N:11]=3)[CH:5]=2)[CH2:3][CH2:2]1. The yield is 0.850. (3) The reactants are [F:1][C:2]1[CH:7]=[CH:6][C:5]([C:8]2[N:9]=[C:10]([CH:13]([NH2:20])[CH2:14][CH2:15][CH2:16][CH2:17][CH2:18][CH3:19])[NH:11][CH:12]=2)=[CH:4][CH:3]=1.[C:21]1(=O)[CH2:26][CH2:25][CH2:24][CH2:23][CH2:22]1. No catalyst specified. The product is [F:1][C:2]1[CH:3]=[CH:4][C:5]([C:8]2[N:9]=[C:10]([CH:13]([NH:20][CH:21]3[CH2:26][CH2:25][CH2:24][CH2:23][CH2:22]3)[CH2:14][CH2:15][CH2:16][CH2:17][CH2:18][CH3:19])[NH:11][CH:12]=2)=[CH:6][CH:7]=1. The yield is 0.150. (4) The reactants are C(OC([N:8]1[CH2:13][CH2:12][CH:11]([N:14]2[CH:18]=[C:17]([C:19]3[CH:20]=[N:21][C:22]([NH2:37])=[C:23]([O:25][C@@H:26]([C:28]4[C:33]([Cl:34])=[CH:32][CH:31]=[C:30]([F:35])[C:29]=4[Cl:36])[CH3:27])[CH:24]=3)[CH:16]=[N:15]2)[CH2:10][CH2:9]1)=O)(C)(C)C.[O:38]1CCOCC1. The catalyst is CO. The product is [C:26]([OH:38])(=[O:25])[CH3:28].[Cl:36][C:29]1[C:30]([F:35])=[CH:31][CH:32]=[C:33]([Cl:34])[C:28]=1[C@H:26]([O:25][C:23]1[C:22]([NH2:37])=[N:21][CH:20]=[C:19]([C:17]2[CH:16]=[N:15][N:14]([CH:11]3[CH2:12][CH2:13][NH:8][CH2:9][CH2:10]3)[CH:18]=2)[CH:24]=1)[CH3:27]. The yield is 0.780. (5) The reactants are C(OC([NH:8][CH2:9][C:10]1[CH:15]=[CH:14][C:13]([CH:16]([CH2:20][CH:21]=[CH2:22])[C:17]([OH:19])=[O:18])=[CH:12][CH:11]=1)=O)(C)(C)C.Cl.[CH3:24]O. The catalyst is C(OCC)C. The product is [CH3:24][O:19][C:17](=[O:18])[CH:16]([C:13]1[CH:14]=[CH:15][C:10]([CH2:9][NH2:8])=[CH:11][CH:12]=1)[CH2:20][CH:21]=[CH2:22]. The yield is 0.999.